This data is from Catalyst prediction with 721,799 reactions and 888 catalyst types from USPTO. The task is: Predict which catalyst facilitates the given reaction. (1) Reactant: [CH2:1]([O:3][C:4]([C:6]1[S:10][C:9]([C:11]2[CH:16]=[CH:15][CH:14]=[CH:13][CH:12]=2)=[N:8][C:7]=1[CH3:17])=[O:5])[CH3:2].[Br:18]N1C(=O)CCC1=O. Product: [CH2:1]([O:3][C:4]([C:6]1[S:10][C:9]([C:11]2[CH:16]=[CH:15][CH:14]=[CH:13][CH:12]=2)=[N:8][C:7]=1[CH2:17][Br:18])=[O:5])[CH3:2]. The catalyst class is: 340. (2) Reactant: [F:1][C:2]1[CH:7]=[C:6](F)[CH:5]=[CH:4][C:3]=1[S:9]([CH:12]1[CH2:17][CH2:16][N:15](C(OC(C)(C)C)=O)[CH2:14][CH2:13]1)(=[O:11])=[O:10].[CH3:25][O-:26].[Na+].[ClH:28]. Product: [F:1][C:2]1[CH:7]=[C:6]([O:26][CH3:25])[CH:5]=[CH:4][C:3]=1[S:9]([CH:12]1[CH2:13][CH2:14][NH:15][CH2:16][CH2:17]1)(=[O:10])=[O:11].[ClH:28]. The catalyst class is: 71. (3) Reactant: [Cl-].[NH4+].Cl[C:4]1(Cl)[C:7](=[O:8])[CH2:6][CH:5]1[C:9]1[CH:14]=[CH:13][C:12]([CH:15]([C@@H:21]([CH3:26])[C:22]([F:25])([F:24])[F:23])[C:16]([O:18][CH2:19][CH3:20])=[O:17])=[CH:11][CH:10]=1.ClCCl. Product: [F:23][C:22]([F:24])([F:25])[C@H:21]([CH3:26])[CH:15]([C:12]1[CH:11]=[CH:10][C:9]([CH:5]2[CH2:6][C:7](=[O:8])[CH2:4]2)=[CH:14][CH:13]=1)[C:16]([O:18][CH2:19][CH3:20])=[O:17]. The catalyst class is: 324. (4) Reactant: [Br:1][C:2]1[C:7]([F:8])=[CH:6][C:5]([N:9]2[C:18]3[C:13](=[CH:14][C:15]([S:19]([N:22]([C:32]4[CH:36]=[CH:35][O:34][N:33]=4)CC4C=CC(OC)=CC=4)(=[O:21])=[O:20])=[CH:16][CH:17]=3)[CH:12]=[CH:11][C:10]2=[O:37])=[C:4]([O:38][CH2:39][C:40]#[N:41])[CH:3]=1.FC(F)(F)S(O)(=O)=O. Product: [Br:1][C:2]1[C:7]([F:8])=[CH:6][C:5]([N:9]2[C:18]3[C:13](=[CH:14][C:15]([S:19]([NH:22][C:32]4[CH:36]=[CH:35][O:34][N:33]=4)(=[O:20])=[O:21])=[CH:16][CH:17]=3)[CH:12]=[CH:11][C:10]2=[O:37])=[C:4]([O:38][CH2:39][C:40]#[N:41])[CH:3]=1. The catalyst class is: 2. (5) Reactant: [Br:1][C:2]1[CH:3]=[C:4]([NH:8][C:9](=[O:13])[O:10][CH2:11][CH3:12])[CH:5]=[N:6][CH:7]=1.[N+:14]([O-])([OH:16])=[O:15].N. Product: [Br:1][C:2]1[CH:3]=[C:4]([NH:8][C:9](=[O:13])[O:10][CH2:11][CH3:12])[C:5]([N+:14]([O-:16])=[O:15])=[N:6][CH:7]=1. The catalyst class is: 65. (6) Reactant: [CH3:1][N:2]1[C:10]2[C@@:9]3([CH3:14])[C:11]([CH3:13])([CH3:12])[C@H:6]([CH2:7][CH2:8]3)[C:5]=2[C:4](=[O:15])[NH:3]1.[F:16][C:17]([F:27])([F:26])[C:18]1[CH:19]=[C:20]([CH:23]=[CH:24][CH:25]=1)[CH2:21]Br. Product: [F:16][C:17]([F:26])([F:27])[C:18]1[CH:19]=[C:20]([CH:23]=[CH:24][CH:25]=1)[CH2:21][N:3]1[C:4](=[O:15])[C:5]2[C@@H:6]3[C:11]([CH3:12])([CH3:13])[C@@:9]([CH3:14])([CH2:8][CH2:7]3)[C:10]=2[N:2]1[CH3:1]. The catalyst class is: 9. (7) Reactant: C(OC([NH:8][CH2:9][C:10]1[CH:15]=[CH:14][C:13]([NH:16][C:17](=[O:45])[CH2:18][NH:19][C:20](=[O:44])[CH2:21][CH2:22][CH2:23][CH2:24][CH2:25][NH:26][C:27](=[O:43])[O:28][CH2:29][CH:30]2[C:42]3[CH:41]=[CH:40][CH:39]=[CH:38][C:37]=3[C:36]3[C:31]2=[CH:32][CH:33]=[CH:34][CH:35]=3)=[CH:12][CH:11]=1)=O)(C)(C)C.[F:46][C:47]([F:52])([F:51])[C:48]([OH:50])=[O:49]. The catalyst class is: 2. Product: [F:46][C:47]([F:52])([F:51])[C:48]([OH:50])=[O:49].[NH2:8][CH2:9][C:10]1[CH:11]=[CH:12][C:13]([NH:16][C:17](=[O:45])[CH2:18][NH:19][C:20](=[O:44])[CH2:21][CH2:22][CH2:23][CH2:24][CH2:25][NH:26][C:27](=[O:43])[O:28][CH2:29][CH:30]2[C:31]3[CH:32]=[CH:33][CH:34]=[CH:35][C:36]=3[C:37]3[C:42]2=[CH:41][CH:40]=[CH:39][CH:38]=3)=[CH:14][CH:15]=1. (8) Reactant: C([Sn](CCCC)(CCCC)[C:6]1[O:7][CH:8]=[CH:9][N:10]=1)CCC.[CH:19]1([C:22](Cl)=[O:23])[CH2:21][CH2:20]1. Product: [CH:19]1([C:22]([C:6]2[O:7][CH:8]=[CH:9][N:10]=2)=[O:23])[CH2:21][CH2:20]1. The catalyst class is: 747.